This data is from Reaction yield outcomes from USPTO patents with 853,638 reactions. The task is: Predict the reaction yield, written as a fraction of the theoretical maximum amount of product (1.0 means a 100% yield; for example, 0.34 means a 34% yield). (1) The reactants are [Cl:1][C:2]1[CH:3]=[C:4]([C:8]2[N:13]=[C:12]3[CH2:14][CH2:15][CH2:16][C:11]3=[C:10]([NH:17][C:18]3[CH:23]=[CH:22]C(C=C)=[CH:20][CH:19]=3)[CH:9]=2)[CH:5]=[CH:6][CH:7]=1.C[N+]1([O-])CC[O:30]CC1.[CH3:34][C:35]([CH3:37])=[O:36]. The product is [ClH:1].[Cl:1][C:2]1[CH:3]=[C:4]([C:8]2[N:13]=[C:12]3[CH2:14][CH2:15][CH2:16][C:11]3=[C:10]([NH:17][C:18]3[CH:23]=[CH:22][C:34]([CH:35]([OH:36])[CH2:37][OH:30])=[CH:20][CH:19]=3)[CH:9]=2)[CH:5]=[CH:6][CH:7]=1. The yield is 0.320. The catalyst is O.C(=O)(O)[O-].[Na+]. (2) The product is [C:1]1([S:7]([N:10]2[C:18]3[C:13](=[CH:14][C:15]([NH:19][C:20]4[C:29]5[C:24](=[CH:25][CH:26]=[C:27]([C:33]#[C:32][CH2:31][N:34]6[CH:38]=[CH:37][N:36]=[CH:35]6)[CH:28]=5)[N:23]=[CH:22][N:21]=4)=[CH:16][CH:17]=3)[CH:12]=[CH:11]2)(=[O:9])=[O:8])[CH:6]=[CH:5][CH:4]=[CH:3][CH:2]=1. The yield is 0.510. The catalyst is CCN(CC)CC.CN(C=O)C.CC([O-])=O.CC([O-])=O.[Pd+2]. The reactants are [C:1]1([S:7]([N:10]2[C:18]3[C:13](=[CH:14][C:15]([NH:19][C:20]4[C:29]5[C:24](=[CH:25][CH:26]=[C:27](I)[CH:28]=5)[N:23]=[CH:22][N:21]=4)=[CH:16][CH:17]=3)[CH:12]=[CH:11]2)(=[O:9])=[O:8])[CH:6]=[CH:5][CH:4]=[CH:3][CH:2]=1.[CH2:31]([N:34]1[CH:38]=[CH:37][N:36]=[CH:35]1)[C:32]#[CH:33].C1C=CC(P(C2C=CC=CC=2)C2C=CC=CC=2)=CC=1.